Task: Predict the product of the given reaction.. Dataset: Forward reaction prediction with 1.9M reactions from USPTO patents (1976-2016) (1) Given the reactants Cl[C:2]1[C:11]2[C:6](=[CH:7][CH:8]=[C:9]([C:12]([C:20]3[N:24]([CH3:25])[C:23]([CH3:26])=[N:22][CH:21]=3)([C:14]3[N:18]([CH3:19])[N:17]=[N:16][CH:15]=3)[OH:13])[CH:10]=2)[N:5]=[C:4]([O:27][CH3:28])[C:3]=1[CH2:29][C:30]1[CH:35]=[CH:34][C:33]([C:36]([F:39])([F:38])[F:37])=[CH:32][CH:31]=1.CC(C1C=C(C(C)C)C(C2C=CC=CC=2P(C2CCCCC2)C2CCCCC2)=C(C(C)C)C=1)C.C[C:75]([N:77](C)C)=O, predict the reaction product. The product is: [CH3:25][N:24]1[C:20]([C:12]([OH:13])([C:14]2[N:18]([CH3:19])[N:17]=[N:16][CH:15]=2)[C:9]2[CH:10]=[C:11]3[C:6](=[CH:7][CH:8]=2)[N:5]=[C:4]([O:27][CH3:28])[C:3]([CH2:29][C:30]2[CH:35]=[CH:34][C:33]([C:36]([F:37])([F:38])[F:39])=[CH:32][CH:31]=2)=[C:2]3[C:75]#[N:77])=[CH:21][N:22]=[C:23]1[CH3:26]. (2) Given the reactants [CH:1]1([C:4]2[N:9]=[C:8]([C:10]3[CH:11]=[C:12]4[C:16](=[CH:17][CH:18]=3)[N:15]([S:19]([C:22]3[CH:28]=[CH:27][C:25]([CH3:26])=[CH:24][CH:23]=3)(=[O:21])=[O:20])[CH:14]=[C:13]4I)[CH:7]=[N:6][CH:5]=2)[CH2:3][CH2:2]1.[B:30]1([B:30]2[O:34][C:33]([CH3:36])([CH3:35])[C:32]([CH3:38])([CH3:37])[O:31]2)[O:34][C:33]([CH3:36])([CH3:35])[C:32]([CH3:38])([CH3:37])[O:31]1.CC([O-])=O.[K+], predict the reaction product. The product is: [CH:1]1([C:4]2[N:9]=[C:8]([C:10]3[CH:11]=[C:12]4[C:16](=[CH:17][CH:18]=3)[N:15]([S:19]([C:22]3[CH:28]=[CH:27][C:25]([CH3:26])=[CH:24][CH:23]=3)(=[O:21])=[O:20])[CH:14]=[C:13]4[B:30]3[O:34][C:33]([CH3:36])([CH3:35])[C:32]([CH3:38])([CH3:37])[O:31]3)[CH:7]=[N:6][CH:5]=2)[CH2:3][CH2:2]1. (3) Given the reactants [CH:1]1([C:4]2[C:10]([F:11])=[CH:9][C:8]([N+:12]([O-:14])=[O:13])=[CH:7][C:5]=2[NH2:6])[CH2:3][CH2:2]1.C[Si]([N:19]=[N+:20]=[N-:21])(C)C.[CH3:22]OC(OC)OC.[OH-].[Na+], predict the reaction product. The product is: [CH:1]1([C:4]2[C:10]([F:11])=[CH:9][C:8]([N+:12]([O-:14])=[O:13])=[CH:7][C:5]=2[N:6]2[CH:22]=[N:19][N:20]=[N:21]2)[CH2:3][CH2:2]1.